Dataset: Peptide-MHC class I binding affinity with 185,985 pairs from IEDB/IMGT. Task: Regression. Given a peptide amino acid sequence and an MHC pseudo amino acid sequence, predict their binding affinity value. This is MHC class I binding data. (1) The peptide sequence is GMPEGDLVYV. The MHC is HLA-A02:01 with pseudo-sequence HLA-A02:01. The binding affinity (normalized) is 0.630. (2) The peptide sequence is FSDESTGAR. The MHC is HLA-B15:01 with pseudo-sequence HLA-B15:01. The binding affinity (normalized) is 0.0847. (3) The MHC is HLA-A02:03 with pseudo-sequence HLA-A02:03. The binding affinity (normalized) is 0.158. The peptide sequence is ALYRRIQRR. (4) The peptide sequence is SAAAYFVGY. The MHC is HLA-A30:02 with pseudo-sequence HLA-A30:02. The binding affinity (normalized) is 0.734. (5) The peptide sequence is NLKQLPFFYY. The MHC is HLA-A11:01 with pseudo-sequence HLA-A11:01. The binding affinity (normalized) is 0.207. (6) The peptide sequence is DVEKRILNT. The MHC is HLA-A02:01 with pseudo-sequence HLA-A02:01. The binding affinity (normalized) is 0.155. (7) The peptide sequence is TTTDGYAHV. The MHC is HLA-A02:01 with pseudo-sequence HLA-A02:01. The binding affinity (normalized) is 0.0847.